From a dataset of Forward reaction prediction with 1.9M reactions from USPTO patents (1976-2016). Predict the product of the given reaction. The product is: [ClH:55].[ClH:55].[ClH:55].[CH3:53][O:52][C:50](=[O:51])[NH:49][CH:45]([C:44]([N:40]1[CH2:41][CH2:42][CH2:43][CH:39]1[C:36]1[NH:35][C:34]([C:29]2[CH:28]=[CH:27][C:26]3[C:31](=[CH:32][CH:33]=[C:24]([C:21]4[CH:22]=[CH:23][C:18]([C:15]5[NH:14][C:13]([CH:9]6[CH2:10][CH2:11][CH2:12][NH:8]6)=[N:17][CH:16]=5)=[CH:19][CH:20]=4)[CH:25]=3)[CH:30]=2)=[CH:38][N:37]=1)=[O:54])[CH:46]([CH3:48])[CH3:47]. Given the reactants C(OC([N:8]1[CH2:12][CH2:11][CH2:10][CH:9]1[C:13]1[NH:14][C:15]([C:18]2[CH:23]=[CH:22][C:21]([C:24]3[CH:33]=[CH:32][C:31]4[C:26](=[CH:27][CH:28]=[C:29]([C:34]5[NH:35][C:36]([CH:39]6[CH2:43][CH2:42][CH2:41][N:40]6[C:44](=[O:54])[CH:45]([NH:49][C:50]([O:52][CH3:53])=[O:51])[CH:46]([CH3:48])[CH3:47])=[N:37][CH:38]=5)[CH:30]=4)[CH:25]=3)=[CH:20][CH:19]=2)=[CH:16][N:17]=1)=O)(C)(C)C.[ClH:55], predict the reaction product.